Dataset: Reaction yield outcomes from USPTO patents with 853,638 reactions. Task: Predict the reaction yield, written as a fraction of the theoretical maximum amount of product (1.0 means a 100% yield; for example, 0.34 means a 34% yield). (1) The reactants are [NH2:1][CH2:2][C:3]1[CH:8]=[CH:7][C:6]([C:9]2[N:17]3[C:12]([C:13]([NH2:18])=[N:14][CH:15]=[N:16]3)=[C:11]([C:19]3[CH:20]=[CH:21][C:22]4[C:26]([CH:27]=3)=[N:25][N:24]([CH2:28][C:29]3[CH:34]=[CH:33][CH:32]=[CH:31][CH:30]=3)[CH:23]=4)[CH:10]=2)=[CH:5][CH:4]=1.[C:35]1(=O)[CH2:40][CH2:39][CH2:38][CH2:37][CH2:36]1. No catalyst specified. The product is [CH2:28]([N:24]1[CH:23]=[C:22]2[C:26]([CH:27]=[C:19]([C:11]3[CH:10]=[C:9]([C:6]4[CH:7]=[CH:8][C:3]([CH2:2][NH:1][CH:35]5[CH2:40][CH2:39][CH2:38][CH2:37][CH2:36]5)=[CH:4][CH:5]=4)[N:17]4[C:12]=3[C:13]([NH2:18])=[N:14][CH:15]=[N:16]4)[CH:20]=[CH:21]2)=[N:25]1)[C:29]1[CH:30]=[CH:31][CH:32]=[CH:33][CH:34]=1. The yield is 0.230. (2) The reactants are [N+:1]([C:4]1[CH:5]=[CH:6][C:7]([N:10]2[CH2:14][CH2:13][CH2:12][CH2:11]2)=[N:8][CH:9]=1)([O-])=O. The catalyst is C(O)C. The product is [N:10]1([C:7]2[N:8]=[CH:9][C:4]([NH2:1])=[CH:5][CH:6]=2)[CH2:14][CH2:13][CH2:12][CH2:11]1. The yield is 0.980. (3) The yield is 0.950. The product is [C:1]([O:5][C:6]([NH:8][C@H:9]([C:20]([NH:22][C@@H:23]([C:25]([NH:27][CH2:28][C@@H:29]([NH2:37])[CH2:30][C:31]1[CH:36]=[CH:35][CH:34]=[CH:33][CH:32]=1)=[O:26])[CH3:24])=[O:21])[CH2:10][C:11]1[C:16]([CH3:17])=[CH:15][C:14]([OH:18])=[CH:13][C:12]=1[CH3:19])=[O:7])([CH3:2])([CH3:3])[CH3:4]. The catalyst is CO.[OH-].[Pd+2].[OH-]. The reactants are [C:1]([O:5][C:6]([NH:8][C@H:9]([C:20]([NH:22][C@@H:23]([C:25]([NH:27][CH2:28][C@@H:29]([NH:37]C(OCC1C=CC=CC=1)=O)[CH2:30][C:31]1[CH:36]=[CH:35][CH:34]=[CH:33][CH:32]=1)=[O:26])[CH3:24])=[O:21])[CH2:10][C:11]1[C:16]([CH3:17])=[CH:15][C:14]([OH:18])=[CH:13][C:12]=1[CH3:19])=[O:7])([CH3:4])([CH3:3])[CH3:2].C([O-])=O.[NH4+]. (4) The reactants are [NH2:1][C:2]1[N:7]=[C:6]([C:8]#[N:9])[C:5]([N:10]2[CH:14]=[C:13]([CH3:15])[N:12]=[CH:11]2)=[CH:4][CH:3]=1.Cl[C:17]1[CH:18]=[CH:19][C:20]2[CH2:21][N:22]([CH3:33])[CH2:23][CH:24]([CH2:28][C:29](F)(F)F)[O:25][C:26]=2[N:27]=1.CC1(C)C2C(=C(P(C3C=CC=CC=3)C3C=CC=CC=3)C=CC=2)OC2C(P(C3C=CC=CC=3)C3C=CC=CC=3)=CC=CC1=2.C(=O)([O-])[O-].[Cs+].[Cs+]. The catalyst is O1CCOCC1.C([O-])(=O)C.[Pd+2].C([O-])(=O)C. The product is [CH2:28]([CH:24]1[CH2:23][N:22]([CH3:33])[CH2:21][C:20]2[CH:19]=[CH:18][C:17]([NH:1][C:2]3[N:7]=[C:6]([C:8]#[N:9])[C:5]([N:10]4[CH:14]=[C:13]([CH3:15])[N:12]=[CH:11]4)=[CH:4][CH:3]=3)=[N:27][C:26]=2[O:25]1)[CH3:29]. The yield is 0.210. (5) The reactants are [Br:1][C:2]1[CH:7]=[C:6]([F:8])[CH:5]=[C:4]([Br:9])[C:3]=1I.C([Mg]Cl)(C)C.CN([CH:19]=[O:20])C. The catalyst is C1(C)C=CC=CC=1. The product is [Br:1][C:2]1[CH:7]=[C:6]([F:8])[CH:5]=[C:4]([Br:9])[C:3]=1[CH:19]=[O:20]. The yield is 0.540.